The task is: Predict the reaction yield, written as a fraction of the theoretical maximum amount of product (1.0 means a 100% yield; for example, 0.34 means a 34% yield).. This data is from Reaction yield outcomes from USPTO patents with 853,638 reactions. (1) The reactants are [F:1][C:2]1[CH:3]=[C:4]([C:10]2[C:11]([C:17]3[CH:22]=[CH:21][C:20]([O:23][CH3:24])=[CH:19][CH:18]=3)=[CH:12][C:13](=[O:16])[NH:14][N:15]=2)[CH:5]=[CH:6][C:7]=1[O:8][CH3:9].[CH2:25](Br)[C:26]1[CH:31]=[CH:30][CH:29]=[CH:28][CH:27]=1. No catalyst specified. The product is [CH2:25]([N:14]1[C:13](=[O:16])[CH:12]=[C:11]([C:17]2[CH:18]=[CH:19][C:20]([O:23][CH3:24])=[CH:21][CH:22]=2)[C:10]([C:4]2[CH:5]=[CH:6][C:7]([O:8][CH3:9])=[C:2]([F:1])[CH:3]=2)=[N:15]1)[C:26]1[CH:31]=[CH:30][CH:29]=[CH:28][CH:27]=1. The yield is 0.958. (2) The reactants are [O:1]1[C:5]2[CH:6]=[CH:7][CH:8]=[CH:9][C:4]=2[CH:3]=[C:2]1[C:10]1[N:19]=[C:18](Cl)[C:17]2[C:12](=[CH:13][CH:14]=[CH:15][CH:16]=2)[N:11]=1.[CH2:21]([N:24]([CH2:29][CH2:30][CH3:31])[CH2:25][CH2:26][CH2:27][NH2:28])[CH2:22][CH3:23]. The catalyst is O1CCOCC1. The product is [O:1]1[C:5]2[CH:6]=[CH:7][CH:8]=[CH:9][C:4]=2[CH:3]=[C:2]1[C:10]1[N:19]=[C:18]([NH:28][CH2:27][CH2:26][CH2:25][N:24]([CH2:29][CH2:30][CH3:31])[CH2:21][CH2:22][CH3:23])[C:17]2[C:12](=[CH:13][CH:14]=[CH:15][CH:16]=2)[N:11]=1. The yield is 0.920. (3) The reactants are [CH3:1][S:2]([CH:5]([C:11]1[S:12][C:13]2[CH:19]=[C:18]([C:20]3[CH:25]=[CH:24][CH:23]=[CH:22][CH:21]=3)[CH:17]=[CH:16][C:14]=2[N:15]=1)C(OCC)=O)(=[O:4])=[O:3].NN. The catalyst is CCO. The product is [CH3:1][S:2]([CH2:5][C:11]1[S:12][C:13]2[CH:19]=[C:18]([C:20]3[CH:25]=[CH:24][CH:23]=[CH:22][CH:21]=3)[CH:17]=[CH:16][C:14]=2[N:15]=1)(=[O:3])=[O:4]. The yield is 0.230. (4) The reactants are [BH4-].[Na+].[F:3][C:4]1[N:8]([C:9]2[CH:14]=[CH:13][CH:12]=[CH:11][CH:10]=2)[N:7]=[C:6]([C:15]([F:18])([F:17])[F:16])[C:5]=1[CH:19]=[O:20].O. The catalyst is CO. The product is [F:3][C:4]1[N:8]([C:9]2[CH:10]=[CH:11][CH:12]=[CH:13][CH:14]=2)[N:7]=[C:6]([C:15]([F:17])([F:16])[F:18])[C:5]=1[CH2:19][OH:20]. The yield is 1.00. (5) The reactants are [CH3:1][O:2][C:3]1[CH:4]=[C:5]([S:13](Cl)(=[O:15])=[O:14])[CH:6]=[C:7]([O:11][CH3:12])[C:8]=1[O:9][CH3:10].[OH:17][C:18]1[CH:19]=[C:20]([CH:22]=[CH:23][C:24]=1[O:25][CH3:26])[NH2:21]. The catalyst is CO. The product is [OH:17][C:18]1[CH:19]=[C:20]([NH:21][S:13]([C:5]2[CH:4]=[C:3]([O:2][CH3:1])[C:8]([O:9][CH3:10])=[C:7]([O:11][CH3:12])[CH:6]=2)(=[O:15])=[O:14])[CH:22]=[CH:23][C:24]=1[O:25][CH3:26]. The yield is 0.620. (6) The reactants are [CH3:1][N:2]1[CH:6]=[CH:5][C:4]([NH:7][C:8]([C:10]2[CH:15]=[C:14]([C:16]#[C:17][Si](C)(C)C)[CH:13]=[C:12]([CH3:22])[N:11]=2)=[O:9])=[N:3]1.C(=O)([O-])[O-].[K+].[K+].O. The catalyst is CO.C1COCC1. The product is [CH3:1][N:2]1[CH:6]=[CH:5][C:4]([NH:7][C:8]([C:10]2[CH:15]=[C:14]([C:16]#[CH:17])[CH:13]=[C:12]([CH3:22])[N:11]=2)=[O:9])=[N:3]1. The yield is 0.400. (7) The reactants are [CH3:1][S:2]([C:5]1[CH:6]=[CH:7][C:8]([NH:11][NH2:12])=[N:9][CH:10]=1)(=[O:4])=[O:3].OS(O)(=O)=O.[F:18][CH:19]([F:31])[C:20](=O)[CH2:21][C:22]([C:24]1[CH:29]=[CH:28][CH:27]=[CH:26][CH:25]=1)=O.C(O)(C)C.FC(F)C(=O)CC(C1C=CC=CC=1)=O. The catalyst is C(O)(C)C.O. The product is [CH3:1][S:2]([C:5]1[CH:6]=[CH:7][C:8]([N:11]2[C:22]([C:24]3[CH:25]=[CH:26][CH:27]=[CH:28][CH:29]=3)=[CH:21][C:20]([CH:19]([F:18])[F:31])=[N:12]2)=[N:9][CH:10]=1)(=[O:3])=[O:4]. The yield is 0.870.